From a dataset of Full USPTO retrosynthesis dataset with 1.9M reactions from patents (1976-2016). Predict the reactants needed to synthesize the given product. (1) Given the product [C:22]([C:19]1[S:18][C:17]([NH:16][C:14](=[O:15])[CH:13]([C:10]2[CH:11]=[CH:12][C:7]([S:4]([CH:1]3[CH2:3][CH2:2]3)(=[O:5])=[O:6])=[CH:8][CH:9]=2)[CH2:24][CH:25]2[CH2:30][CH2:29][O:28][CH2:27][CH2:26]2)=[N:21][CH:20]=1)#[N:31], predict the reactants needed to synthesize it. The reactants are: [CH:1]1([S:4]([C:7]2[CH:12]=[CH:11][C:10]([CH:13]([CH2:24][CH:25]3[CH2:30][CH2:29][O:28][CH2:27][CH2:26]3)[C:14]([NH:16][C:17]3[S:18][C:19]([CH:22]=O)=[CH:20][N:21]=3)=[O:15])=[CH:9][CH:8]=2)(=[O:6])=[O:5])[CH2:3][CH2:2]1.[NH2:31]O.Cl.CC(OC(C)=O)=O. (2) Given the product [CH:2]([C:3]1[CH:4]=[C:5]([CH:9]=[C:10]([CH3:12])[CH:11]=1)[C:6]([OH:8])=[O:7])=[O:1], predict the reactants needed to synthesize it. The reactants are: [OH:1][CH2:2][C:3]1[CH:4]=[C:5]([CH:9]=[C:10]([CH3:12])[CH:11]=1)[C:6]([OH:8])=[O:7].